This data is from Catalyst prediction with 721,799 reactions and 888 catalyst types from USPTO. The task is: Predict which catalyst facilitates the given reaction. (1) Reactant: [Br:1][C:2]1[CH:7]=[C:6]2[N:8](C(OC(C)(C)C)=O)[C:9](=[O:16])[C:10]3([CH2:15][CH2:14][O:13][CH2:12][CH2:11]3)[C:5]2=[CH:4][CH:3]=1.Cl. Product: [Br:1][C:2]1[CH:7]=[C:6]2[NH:8][C:9](=[O:16])[C:10]3([CH2:11][CH2:12][O:13][CH2:14][CH2:15]3)[C:5]2=[CH:4][CH:3]=1. The catalyst class is: 12. (2) Reactant: [CH3:1][NH2:2].C1COCC1.Cl[C:9]1[C:14]([O:15][CH3:16])=[CH:13][C:12]([N+:17]([O-])=O)=[CH:11][N:10]=1. Product: [CH3:16][O:15][C:14]1[C:9]([NH:2][CH3:1])=[N:10][CH:11]=[C:12]([NH2:17])[CH:13]=1. The catalyst class is: 45. (3) Reactant: CO.[CH3:3][NH:4][NH2:5].CN([CH:9]=[C:10]1[C:15](=[O:16])[CH2:14][CH2:13][CH2:12][C:11]1=O)C. Product: [CH3:3][N:4]1[CH:11]2[CH:10]([C:15](=[O:16])[CH2:14][CH2:13][CH2:12]2)[CH:9]=[N:5]1. The catalyst class is: 13.